Dataset: Full USPTO retrosynthesis dataset with 1.9M reactions from patents (1976-2016). Task: Predict the reactants needed to synthesize the given product. Given the product [CH:11]1([NH:17][C:2]2[C:7]([N+:8]([O-:10])=[O:9])=[CH:6][CH:5]=[CH:4][N:3]=2)[CH2:16][CH2:15][CH2:14][CH2:13][CH2:12]1, predict the reactants needed to synthesize it. The reactants are: Cl[C:2]1[C:7]([N+:8]([O-:10])=[O:9])=[CH:6][CH:5]=[CH:4][N:3]=1.[CH:11]1([NH2:17])[CH2:16][CH2:15][CH2:14][CH2:13][CH2:12]1.C(=O)([O-])[O-].[K+].[K+].